From a dataset of Forward reaction prediction with 1.9M reactions from USPTO patents (1976-2016). Predict the product of the given reaction. (1) Given the reactants [CH2:1]([O:3][C:4]([O:6][C:7]1[C:12]([O:13][CH3:14])=[CH:11][C:10]([C:15]([O:17][C@H:18]2[C@H:38]([O:39][CH3:40])[C@@H:37]([C:41]([O:43][CH3:44])=[O:42])[C@@H:36]3[C@@H:20]([CH2:21][N:22]4[C@H:34]([CH2:35]3)[C:33]3[NH:32][C:31]5[C:26](=[CH:27][CH:28]=[C:29]([OH:45])[CH:30]=5)[C:25]=3[CH2:24][CH2:23]4)[CH2:19]2)=[O:16])=[CH:9][C:8]=1[O:46][CH3:47])=[O:5])[CH3:2].[C:48](Cl)(=[O:55])[C:49]1[CH:54]=[CH:53][CH:52]=[CH:51][CH:50]=1, predict the reaction product. The product is: [C:48]([O:45][C:29]1[CH:30]=[C:31]2[C:26](=[CH:27][CH:28]=1)[C:25]1[CH2:24][CH2:23][N:22]3[C@H:34]([CH2:35][C@H:36]4[C@@H:20]([CH2:21]3)[CH2:19][C@@H:18]([O:17][C:15]([C:10]3[CH:9]=[C:8]([O:46][CH3:47])[C:7]([O:6][C:4]([O:3][CH2:1][CH3:2])=[O:5])=[C:12]([O:13][CH3:14])[CH:11]=3)=[O:16])[C@H:38]([O:39][CH3:40])[C@H:37]4[C:41]([O:43][CH3:44])=[O:42])[C:33]=1[NH:32]2)(=[O:55])[C:49]1[CH:54]=[CH:53][CH:52]=[CH:51][CH:50]=1. (2) Given the reactants [Br:1][C:2]1[C:14]([F:15])=[CH:13][C:12]([C:16](=[O:18])[NH2:17])=[C:11]2[C:3]=1[C:4]1[CH:5]=[CH:6][C:7](C(OCC)=O)=[CH:8][C:9]=1[NH:10]2.[CH3:24][Li].CC[O:28][CH2:29][CH3:30].[NH4+].[Cl-], predict the reaction product. The product is: [Br:1][C:2]1[C:3]2[C:4]3[C:9](=[CH:8][C:7]([C:29]([OH:28])([CH3:30])[CH3:24])=[CH:6][CH:5]=3)[NH:10][C:11]=2[C:12]([C:16]([NH2:17])=[O:18])=[CH:13][C:14]=1[F:15].